Dataset: CYP2C9 inhibition data for predicting drug metabolism from PubChem BioAssay. Task: Regression/Classification. Given a drug SMILES string, predict its absorption, distribution, metabolism, or excretion properties. Task type varies by dataset: regression for continuous measurements (e.g., permeability, clearance, half-life) or binary classification for categorical outcomes (e.g., BBB penetration, CYP inhibition). Dataset: cyp2c9_veith. The molecule is N#Cc1cccc(NC(=O)N2CCCC3(CCN(C(=O)c4csnn4)CC3)C2)c1. The result is 0 (non-inhibitor).